From a dataset of Reaction yield outcomes from USPTO patents with 853,638 reactions. Predict the reaction yield, written as a fraction of the theoretical maximum amount of product (1.0 means a 100% yield; for example, 0.34 means a 34% yield). (1) The reactants are [NH2:1][C:2]1[CH:10]=[CH:9][C:8]([F:11])=[CH:7][C:3]=1[C:4]([OH:6])=O.O=S(Cl)Cl.[Cl:16][C:17]1[CH:23]=[CH:22][CH:21]=[CH:20][C:18]=1[NH2:19].C(Cl)(Cl)Cl. The catalyst is C1C=CC=CC=1. The product is [NH2:1][C:2]1[CH:10]=[CH:9][C:8]([F:11])=[CH:7][C:3]=1[C:4]([NH:19][C:18]1[CH:20]=[CH:21][CH:22]=[CH:23][C:17]=1[Cl:16])=[O:6]. The yield is 0.580. (2) The reactants are [Cl:1][C:2]1([C:14]([OH:16])=O)[N:7]=[C:6]([NH:8][CH:9]2[CH2:13][CH2:12][CH2:11][CH2:10]2)[CH:5]=[CH:4][NH:3]1.C(N(CC)CC)C.N1C(F)=NC(F)=NC=1[F:26]. The catalyst is ClCCl. The product is [Cl:1][C:2]1([C:14]([F:26])=[O:16])[N:7]=[C:6]([NH:8][CH:9]2[CH2:13][CH2:12][CH2:11][CH2:10]2)[CH:5]=[CH:4][NH:3]1. The yield is 0.980. (3) The reactants are [OH-].[Na+].BrBr.[F:5][C:6]1[CH:28]=[CH:27][C:9]([O:10][C:11]2[C:12](C(N)=O)=[N:13][CH:14]=[C:15]([S:17][C:18]3[N:23]=[CH:22][CH:21]=[CH:20][N:19]=3)[CH:16]=2)=[CH:8][CH:7]=1.[Cl-].[NH4+:30]. The catalyst is C(OCC)(=O)C.O1CCOCC1. The product is [NH2:30][C:12]1[C:11]([O:10][C:9]2[CH:27]=[CH:28][C:6]([F:5])=[CH:7][CH:8]=2)=[CH:16][C:15]([S:17][C:18]2[N:23]=[CH:22][CH:21]=[CH:20][N:19]=2)=[CH:14][N:13]=1. The yield is 0.650. (4) The reactants are [OH-].[Na+].[CH3:3][C:4]1([CH3:11])[O:8][C@@H:7]([CH2:9][OH:10])[CH2:6][O:5]1.[Br:12][CH2:13][CH2:14][CH2:15][CH2:16]Br. The catalyst is S([O-])(O)(=O)=O.C([N+](CCCC)(CCCC)CCCC)CCC.O. The product is [Br:12][CH2:13][CH2:14][CH2:15][CH2:16][O:10][CH2:9][C@H:7]1[CH2:6][O:5][C:4]([CH3:11])([CH3:3])[O:8]1. The yield is 0.630. (5) The reactants are [CH3:1][N:2]1[CH2:7][CH:6]=[C:5]([C:8]2[CH:9]=[CH:10][C:11]([N+:14]([O-])=O)=[N:12][CH:13]=2)[CH2:4][CH2:3]1. The catalyst is [Pd].CO. The product is [CH3:1][N:2]1[CH2:7][CH2:6][CH:5]([C:8]2[CH:9]=[CH:10][C:11]([NH2:14])=[N:12][CH:13]=2)[CH2:4][CH2:3]1. The yield is 0.925. (6) The reactants are [CH3:1][O:2][C:3](=[O:18])[CH2:4][CH2:5][CH2:6][C:7]#[C:8][C:9]1[CH:14]=[C:13]([Cl:15])[CH:12]=[CH:11][C:10]=1[O:16][CH3:17].[CH2:19]([SnH:23]([CH2:28][CH2:29][CH2:30][CH3:31])[CH2:24][CH2:25][CH2:26][CH3:27])[CH2:20][CH2:21][CH3:22]. The catalyst is C1COCC1.C1C=CC([P]([Pd]([P](C2C=CC=CC=2)(C2C=CC=CC=2)C2C=CC=CC=2)([P](C2C=CC=CC=2)(C2C=CC=CC=2)C2C=CC=CC=2)[P](C2C=CC=CC=2)(C2C=CC=CC=2)C2C=CC=CC=2)(C2C=CC=CC=2)C2C=CC=CC=2)=CC=1. The product is [CH3:1][O:2][C:3](=[O:18])[CH2:4][CH2:5][CH2:6][CH:7]=[C:8]([Sn:23]([CH2:24][CH2:25][CH2:26][CH3:27])([CH2:28][CH2:29][CH2:30][CH3:31])[CH2:19][CH2:20][CH2:21][CH3:22])[C:9]1[CH:14]=[C:13]([Cl:15])[CH:12]=[CH:11][C:10]=1[O:16][CH3:17]. The yield is 0.880. (7) The reactants are [F:1][C:2]1[CH:7]=[CH:6][C:5]([N:8]2[C:13]([CH3:14])=[CH:12][CH:11]=[C:10]([C:15]#N)[C:9]2=[O:17])=[CH:4][CH:3]=1.[OH-:18].[Na+].S(=O)(=O)(O)[OH:21]. The catalyst is O. The product is [F:1][C:2]1[CH:7]=[CH:6][C:5]([N:8]2[C:13]([CH3:14])=[CH:12][CH:11]=[C:10]([C:15]([OH:21])=[O:18])[C:9]2=[O:17])=[CH:4][CH:3]=1. The yield is 0.740. (8) The yield is 1.00. The reactants are [CH3:1][C:2]1[C:10]2[C:5](=[N:6][CH:7]=[C:8]([C:17]3[CH:22]=[CH:21][CH:20]=[CH:19][CH:18]=3)[C:9]=2[N:11]2[CH2:16][CH2:15][NH:14][CH2:13][CH2:12]2)[N:4]([S:23]([C:26]2[CH:31]=[CH:30][CH:29]=[CH:28][CH:27]=2)(=[O:25])=[O:24])[CH:3]=1.[CH3:32][C:33]([O:36][C:37](O[C:37]([O:36][C:33]([CH3:35])([CH3:34])[CH3:32])=[O:38])=[O:38])([CH3:35])[CH3:34]. The product is [CH3:1][C:2]1[C:10]2[C:5](=[N:6][CH:7]=[C:8]([C:17]3[CH:18]=[CH:19][CH:20]=[CH:21][CH:22]=3)[C:9]=2[N:11]2[CH2:16][CH2:15][N:14]([C:37]([O:36][C:33]([CH3:35])([CH3:34])[CH3:32])=[O:38])[CH2:13][CH2:12]2)[N:4]([S:23]([C:26]2[CH:31]=[CH:30][CH:29]=[CH:28][CH:27]=2)(=[O:24])=[O:25])[CH:3]=1. The catalyst is C(Cl)Cl. (9) The reactants are C([O:4][C@H:5]1[CH2:9][CH2:8][N:7]([C:10]([O:12][CH2:13][C:14]2[CH:19]=[CH:18][C:17]([N+:20]([O-:22])=[O:21])=[CH:16][CH:15]=2)=[O:11])[CH2:6]1)(=O)C.C[O-].[Na+].Cl. The catalyst is CO.O1CCOCC1. The product is [OH:4][C@H:5]1[CH2:9][CH2:8][N:7]([C:10]([O:12][CH2:13][C:14]2[CH:19]=[CH:18][C:17]([N+:20]([O-:22])=[O:21])=[CH:16][CH:15]=2)=[O:11])[CH2:6]1. The yield is 0.840. (10) The reactants are FC(F)(F)C(OC1C(F)=C(F)C(F)=C(F)C=1F)=O.[Cl:19][CH2:20][CH2:21][CH2:22][O:23][C:24]1[CH:33]=[C:32]2[C:27]([C:28]([NH:34][C:35]3[CH:39]=[C:38]([CH2:40][C:41]([OH:43])=O)[NH:37][N:36]=3)=[N:29][CH:30]=[N:31]2)=[CH:26][CH:25]=1.N1C=CC=CC=1.[F:50][C:51]1[CH:52]=[C:53]([CH:55]=[CH:56][CH:57]=1)[NH2:54].Cl. The catalyst is CN(C)C=O. The product is [Cl:19][CH2:20][CH2:21][CH2:22][O:23][C:24]1[CH:33]=[C:32]2[C:27]([C:28]([NH:34][C:35]3[CH:39]=[C:38]([CH2:40][C:41]([NH:54][C:53]4[CH:55]=[CH:56][CH:57]=[C:51]([F:50])[CH:52]=4)=[O:43])[NH:37][N:36]=3)=[N:29][CH:30]=[N:31]2)=[CH:26][CH:25]=1. The yield is 0.940.